This data is from Forward reaction prediction with 1.9M reactions from USPTO patents (1976-2016). The task is: Predict the product of the given reaction. (1) The product is: [CH3:18][CH:14]1[CH2:13][C:12]2[C:19](=[CH:20][CH:21]=[CH:22][C:11]=2[C:2]2[CH:3]=[CH:4][C:5]3[C:10](=[CH:9][CH:8]=[CH:7][CH:6]=3)[CH:1]=2)[C:15]1=[O:16]. Given the reactants [CH:1]1[C:10]2[C:5](=[CH:6][CH:7]=[CH:8][CH:9]=2)[CH:4]=[CH:3][C:2]=1[C:11]1[CH:22]=[CH:21][CH:20]=[CH:19][C:12]=1[CH2:13][CH:14]([CH3:18])[C:15](O)=[O:16].S(Cl)(Cl)=O.[Al+3].[Cl-].[Cl-].[Cl-].Cl, predict the reaction product. (2) Given the reactants S1C(CC2C(=O)OC(C)(C)OC2=O)=CC2C=CC=CC1=2.S1C(CC(C(O)=O)C(O)=O)=CC2C=CC=CC1=2.[CH3:38][S:39]([C:42]1[CH:58]=[CH:57][C:45]([CH2:46][CH:47]2[C:52](=[O:53])[O:51]C(C)(C)[O:49][C:48]2=[O:56])=[CH:44][CH:43]=1)(=[O:41])=[O:40], predict the reaction product. The product is: [CH3:38][S:39]([C:42]1[CH:43]=[CH:44][C:45]([CH2:46][CH:47]([C:48]([OH:56])=[O:49])[C:52]([OH:53])=[O:51])=[CH:57][CH:58]=1)(=[O:40])=[O:41]. (3) Given the reactants [Cl-].[O:2]=[C:3]([NH:14][C:15]1[CH:16]=[N:17][C:18]2[C:23]([CH:24]=1)=[CH:22][CH:21]=[CH:20][CH:19]=2)[C@@H:4]([NH3+:13])[CH2:5][CH2:6][CH2:7][CH2:8][CH2:9][C:10](=[O:12])[CH3:11].CCN(CC)CC.[C:32]([C:34]1[CH:39]=[CH:38][C:37]([S:40](Cl)(=[O:42])=[O:41])=[CH:36][CH:35]=1)#[N:33], predict the reaction product. The product is: [C:32]([C:34]1[CH:35]=[CH:36][C:37]([S:40]([NH:13][C@@H:4]([CH2:5][CH2:6][CH2:7][CH2:8][CH2:9][C:10](=[O:12])[CH3:11])[C:3]([NH:14][C:15]2[CH:16]=[N:17][C:18]3[C:23]([CH:24]=2)=[CH:22][CH:21]=[CH:20][CH:19]=3)=[O:2])(=[O:42])=[O:41])=[CH:38][CH:39]=1)#[N:33]. (4) Given the reactants [Cl:1][C:2]1[CH:7]=[C:6](Cl)[CH:5]=[CH:4][C:3]=1[C:9]1[N:10]=[C:11]([CH2:30][CH3:31])[C:12]([NH:17][C@@H:18]2[C:26]3[C:21](=[CH:22][CH:23]=[CH:24][CH:25]=3)[CH2:20][C@@H:19]2[O:27][CH2:28][CH3:29])=[N:13][C:14]=1[CH2:15][CH3:16].ClC1C=[C:37]([O:39]C)C=CC=1C1N=C(CC)C(N[C@@H]2C3C(=CC=CC=3)C[C@@H]2O)=NC=1CC, predict the reaction product. The product is: [Cl:1][C:2]1[CH:7]=[C:6]([O:39][CH3:37])[CH:5]=[CH:4][C:3]=1[C:9]1[N:10]=[C:11]([CH2:30][CH3:31])[C:12]([NH:17][C@@H:18]2[C:26]3[C:21](=[CH:22][CH:23]=[CH:24][CH:25]=3)[CH2:20][C@@H:19]2[O:27][CH2:28][CH3:29])=[N:13][C:14]=1[CH2:15][CH3:16]. (5) Given the reactants [CH:1]1([C:6]2([CH2:14][CH2:15][C:16]3[CH:21]=[CH:20][C:19]([C:22]4[O:23][CH:24]=[CH:25][N:26]=4)=[C:18]([CH2:27][CH3:28])[CH:17]=3)[O:11][C:10](=[O:12])[CH2:9][C:8](=[O:13])[CH2:7]2)[CH2:5][CH2:4][CH2:3][CH2:2]1.C1(C2(CCC3C=C(CC)C(O)=CC=3OCCC)OC(=O)CC(=O)C2)CCCC1.[CH3:57][C:58]1[CH:59]=[N:60][C:61]2[N:62]([N:64]=[C:65]([CH:67]=O)[N:66]=2)[CH:63]=1.CC1C=C(C)N2N=C(C=O)N=C2N=1, predict the reaction product. The product is: [CH:1]1([C:6]2([CH2:14][CH2:15][C:16]3[CH:21]=[CH:20][C:19]([C:22]4[O:23][CH:24]=[CH:25][N:26]=4)=[C:18]([CH2:27][CH3:28])[CH:17]=3)[O:11][C:10](=[O:12])[C:9]([CH2:67][C:65]3[N:66]=[C:61]4[N:60]=[CH:59][C:58]([CH3:57])=[CH:63][N:62]4[N:64]=3)=[C:8]([OH:13])[CH2:7]2)[CH2:5][CH2:4][CH2:3][CH2:2]1.